From a dataset of NCI-60 drug combinations with 297,098 pairs across 59 cell lines. Regression. Given two drug SMILES strings and cell line genomic features, predict the synergy score measuring deviation from expected non-interaction effect. (1) Drug 1: CC1=C(C=C(C=C1)C(=O)NC2=CC(=CC(=C2)C(F)(F)F)N3C=C(N=C3)C)NC4=NC=CC(=N4)C5=CN=CC=C5. Drug 2: CCCCC(=O)OCC(=O)C1(CC(C2=C(C1)C(=C3C(=C2O)C(=O)C4=C(C3=O)C=CC=C4OC)O)OC5CC(C(C(O5)C)O)NC(=O)C(F)(F)F)O. Cell line: CCRF-CEM. Synergy scores: CSS=39.8, Synergy_ZIP=4.75, Synergy_Bliss=4.90, Synergy_Loewe=-4.70, Synergy_HSA=-0.104. (2) Drug 1: C1=NC(=NC(=O)N1C2C(C(C(O2)CO)O)O)N. Drug 2: CS(=O)(=O)OCCCCOS(=O)(=O)C. Cell line: SNB-75. Synergy scores: CSS=10.1, Synergy_ZIP=-1.93, Synergy_Bliss=2.64, Synergy_Loewe=-7.17, Synergy_HSA=1.02.